The task is: Binary Classification. Given a miRNA mature sequence and a target amino acid sequence, predict their likelihood of interaction.. This data is from Experimentally validated miRNA-target interactions with 360,000+ pairs, plus equal number of negative samples. (1) The miRNA is hsa-miR-6786-5p with sequence GCGGUGGGGCCGGAGGGGCGU. The protein sequence of the target gene is MESVTFEDVAVEFIQEWALLDSARRSLCKYRMLDQCRTLASRGTPPCKPSCVSQLGQRAEPKATERGILRATGVAWESQLKPEELPSMQDLLEEASSRDMQMGPGLFLRMQLVPSIEERETPLTREDRPALQEPPWSLGCTGLKAAMQIQRVVIPVPTLGHRNPWVARDSAVPARDPAWLQEDKVEEEAMAPGLPTACSQEPVTFADVAVVFTPEEWVFLDSTQRSLYRDVMLENYRNLASVADQLCKPNALSYLEERGEQWTTDRGVLSDTCAEPQCQPQEAIPSQDTFTEILSIDVKG.... Result: 1 (interaction). (2) The miRNA is hsa-miR-6801-5p with sequence UGGUCAGAGGCAGCAGGAAAUGA. The protein sequence of the target gene is MLSKGLKRKREEEEEKEPLAVDSWWLDPGHTAVAQAPPAVASSSLFDLSVLKLHHSLQQSEPDLRHLVLVVNTLRRIQASMAPAAALPPVPSPPAAPSVADNLLASSDAALSASMASLLEDLSHIEGLSQAPQPLADEGPPGRSIGGAAPSLGALDLLGPATGCLLDDGLEGLFEDIDTSMYDNELWAPASEGLKPGPEDGPGKEEAPELDEAELDYLMDVLVGTQALERPPGPGR. Result: 1 (interaction). (3) The miRNA is hsa-miR-5011-5p with sequence UAUAUAUACAGCCAUGCACUC. The protein sequence of the target gene is MSYGSIARGGGLGSRGPFGGPSRQGCQPLECARCWTEYGIRHFPCPSPESKLQNRCVGKDGEGDLGPAGTPIVPRARKRGPGVAPEGSRMPEPTSSPTIGPRKDSAAGPHGRMAGPSTTRAKKRKPNFCPQETEVLVSKVSKHHQLLFGTGLLKAEPTRRYRVWSRILQAVNALGYCRRDVVDLKHKWRDLRAVVRRKLGDLRKAAHGPSPGSGKPQALALTPVEQVVAKTFSCQALPSEGFSLEPPRATQVDPCNLQELFQEMSANVFRINSSVTSLERSLQSLGTPSDTQELRDSLHT.... Result: 1 (interaction). (4) The miRNA is hsa-miR-27b-5p with sequence AGAGCUUAGCUGAUUGGUGAAC. Result: 0 (no interaction). The protein sequence of the target gene is MATESPATRRVQVAEHPRLLKLKEMFNSKFGSIPKFYVRAPGRVNIIGEHIDYCGYSVLPMAVEQDVLIAVEPVKTYALQLANTNPLYPDFSTSANNIQIDKTKPLWHNYFLCGLKGIQEHFGLSNLTGMNCLVDGNIPPSSGLSSSSALVCCAGLVTLTVLGRNLSKVELAEICAKSERYIGTEGGGMDQSISFLAEEGTAKLIEFSPLRATDVKLPSGAVFVIANSCVEMNKAATSHFNIRVMECRLAAKLLAKYKSLQWDKVLRLEEVQAKLGISLEEMLLVTEDALHPEPYNPEEI.... (5) The miRNA is mmu-miR-876-3p with sequence UAGUGGUUUACAAAGUAAUUCA. The protein sequence of the target gene is MPYVDRQNRICGFLDIEDNENSGKFLRRYFILDTQANCLLWYMDNPQNLAVGAGAVGSLQLTYISKVSIATPKQKPKTPFCFVINALSQRYFLQANDQKDLKDWVEALNQASKITVPKAGTVPLATEVLKNLTAPPTLEKKPQVAYKTEIIGGVVVQTPISQNGGDGQEGCEPGTHAFLRRSQSYIPTSGCRPSTGPPLIKSGYCVKQGNVRKSWKRRFFALDDFTICYFKCEQDREPLRTIPLKDVLKTHECLVKSGDLLMRDNLFEIITTSRTFYVQADSPEDMHSWIEGIGAAVQAL.... Result: 1 (interaction). (6) The miRNA is hsa-miR-6805-3p with sequence UUGCUCUGCUCCCCCGCCCCCAG. The protein sequence of the target gene is MLPDWKSSLILMAYIIIFLTGLPANLLALRAFVGRIRQPQPAPVHILLLSLTLADLLLLLLLPFKIIEAASNFRWYLPKVVCALTSFGFYSSIYCSTWLLAGISIERYLGVAFPVQYKLSRRPLYGVIAALVAWVMSFGHCTIVIIVQYLNTTEQVRSGNEITCYENFTDNQLDVVLPVRLELCLVLFFIPMAVTIFCYWRFVWIMLSQPLVGAQRRRRAVGLAVVTLLNFLVCFGPYNVSHLVGYHQRKSPWWRSIAVVFSSLNASLDPLLFYFSSSVVRRAFGRGLQVLRNQGSSLLG.... Result: 1 (interaction). (7) The miRNA is hsa-miR-4659b-3p with sequence UUUCUUCUUAGACAUGGCAGCU. The protein sequence of the target gene is MWILSNLMGTSEEGNLLSTVSPTVKALFGKTRVSPIFPFSPRSPFQPLIPRTPGSPWGPVGPASPLGPGFPIGPMGPGKPVGPKGPMLPLGPSGPVGPTSPLFPFCP. Result: 0 (no interaction).